Dataset: Full USPTO retrosynthesis dataset with 1.9M reactions from patents (1976-2016). Task: Predict the reactants needed to synthesize the given product. (1) The reactants are: O[CH2:2][CH2:3][NH:4][C:5]([C:7]1[CH:12]=[CH:11][C:10]([CH2:13][CH2:14][CH:15]2[CH2:20][CH2:19][N:18]([C:21]([O:23][C:24]([CH3:27])([CH3:26])[CH3:25])=[O:22])[CH2:17][CH2:16]2)=[CH:9][CH:8]=1)=[O:6].C(Br)(Br)(Br)Br.N1C(C)=CC=CC=1C.C1(P(C2C=CC=CC=2)C2C=CC=CC=2)C=CC=CC=1. Given the product [N:4]1([C:5]([C:7]2[CH:8]=[CH:9][C:10]([CH2:13][CH2:14][CH:15]3[CH2:16][CH2:17][N:18]([C:21]([O:23][C:24]([CH3:25])([CH3:27])[CH3:26])=[O:22])[CH2:19][CH2:20]3)=[CH:11][CH:12]=2)=[O:6])[CH2:2][CH2:3]1, predict the reactants needed to synthesize it. (2) The reactants are: [F:1][C:2]1[CH:7]=[CH:6][CH:5]=[C:4]([OH:8])[C:3]=1[CH:9]1[N:13]([CH2:14][C:15]2[CH:20]=[CH:19][C:18]([O:21][C:22]([F:25])([F:24])[F:23])=[CH:17][CH:16]=2)[C:12](=[O:26])[CH:11]([CH3:27])[CH2:10]1.Br[CH2:29][CH2:30][O:31][CH2:32][C:33]1[CH:38]=[CH:37][CH:36]=[CH:35][CH:34]=1.C(=O)([O-])[O-].[K+].[K+].C(=O)([O-])[O-].[Cs+].[Cs+]. Given the product [CH2:32]([O:31][CH2:30][CH2:29][O:8][C:4]1[CH:5]=[CH:6][CH:7]=[C:2]([F:1])[C:3]=1[CH:9]1[N:13]([CH2:14][C:15]2[CH:20]=[CH:19][C:18]([O:21][C:22]([F:23])([F:24])[F:25])=[CH:17][CH:16]=2)[C:12](=[O:26])[CH:11]([CH3:27])[CH2:10]1)[C:33]1[CH:38]=[CH:37][CH:36]=[CH:35][CH:34]=1, predict the reactants needed to synthesize it. (3) Given the product [OH:5][CH:6]1[CH2:23][CH:22]2[CH:8]([C:9](=[O:35])[N:10]([CH3:34])[CH2:11][CH2:12][CH2:13][CH2:14][CH:15]=[CH:16][CH:17]3[C:19]([C:25]([NH:27][S:28]([CH:31]4[CH2:32][CH2:33]4)(=[O:30])=[O:29])=[O:26])([NH:20][C:21]2=[O:24])[CH2:18]3)[CH2:7]1, predict the reactants needed to synthesize it. The reactants are: C(OC[O:5][CH:6]1[CH2:23][CH:22]2[CH:8]([C:9](=[O:35])[N:10]([CH3:34])[CH2:11][CH2:12][CH2:13][CH2:14][CH:15]=[CH:16][CH:17]3[C:19]([C:25]([NH:27][S:28]([CH:31]4[CH2:33][CH2:32]4)(=[O:30])=[O:29])=[O:26])([NH:20][C:21]2=[O:24])[CH2:18]3)[CH2:7]1)C.C([O-])(O)=O.[Na+]. (4) Given the product [F:1][C:2]1[CH:3]=[C:4]([C:8]2[C@:9]3([CH2:25][CH2:24][C@H:23]4[C@@H:14]([CH2:15][CH2:16][C:17]5[CH:18]=[C:19]([C:26]([NH:29][C@@H:30]([CH2:31][OH:32])[CH:33]([CH3:35])[CH3:34])=[O:27])[CH:20]=[CH:21][C:22]=54)[C@@H:11]3[CH2:12][CH:13]=2)[CH3:10])[CH:5]=[N:6][CH:7]=1, predict the reactants needed to synthesize it. The reactants are: [F:1][C:2]1[CH:3]=[C:4]([C:8]2[C@:9]3([CH2:25][CH2:24][C@H:23]4[C@@H:14]([CH2:15][CH2:16][C:17]5[CH:18]=[C:19]([C:26](O)=[O:27])[CH:20]=[CH:21][C:22]=54)[C@@H:11]3[CH2:12][CH:13]=2)[CH3:10])[CH:5]=[N:6][CH:7]=1.[NH2:29][C@H:30]([CH:33]([CH3:35])[CH3:34])[CH2:31][OH:32]. (5) The reactants are: [F:1][C:2]1[CH:3]=[C:4]([CH:32]=[CH:33][CH:34]=1)[CH2:5][O:6][C:7]1[CH:30]=[CH:29][C:10]([NH:11][C:12]2[C:21]3[C:16](=[CH:17][CH:18]=[C:19]([C:22]4[O:26][C:25](C=O)=[CH:24][CH:23]=4)[CH:20]=3)[N:15]=[CH:14][N:13]=2)=[CH:9][C:8]=1[Cl:31].Cl.[C:36]1([S:42]([CH2:45][CH2:46][NH2:47])(=[O:44])=[O:43])[CH:41]=[CH:40][CH:39]=[CH:38][CH:37]=1.[CH3:48]CN(CC)CC.[BH4-].[Na+]. Given the product [F:1][C:2]1[CH:3]=[C:4]([CH:32]=[CH:33][CH:34]=1)[CH2:5][O:6][C:7]1[CH:30]=[CH:29][C:10]([NH:11][C:12]2[C:21]3[C:16](=[CH:17][CH:18]=[C:19]([C:22]4([CH2:48][NH:47][CH2:46][CH2:45][S:42]([C:36]5[CH:37]=[CH:38][CH:39]=[CH:40][CH:41]=5)(=[O:43])=[O:44])[CH2:23][CH:24]=[CH:25][O:26]4)[CH:20]=3)[N:15]=[CH:14][N:13]=2)=[CH:9][C:8]=1[Cl:31], predict the reactants needed to synthesize it. (6) Given the product [CH3:11][O:12][C:13]1[CH:18]=[CH:17][C:16]([N:19]2[C:2]3[CH:7]=[CH:6][N:5]=[CH:4][C:3]=3[N:8]=[C:20]2[CH3:21])=[CH:15][CH:14]=1, predict the reactants needed to synthesize it. The reactants are: Cl[C:2]1[CH:7]=[CH:6][N:5]=[CH:4][C:3]=1[N+:8]([O-])=O.[CH3:11][O:12][C:13]1[CH:18]=[CH:17][C:16]([NH:19][C:20](=O)[CH3:21])=[CH:15][CH:14]=1. (7) Given the product [C:19]([O:18][C:16](=[O:17])[NH:15][CH2:14][CH2:13][CH2:12][C@H:11]([NH2:10])[CH2:23][C:24]([NH:26][CH2:27][CH2:28][NH:29][C:30]([O:32][C:33]([CH3:36])([CH3:35])[CH3:34])=[O:31])=[O:25])([CH3:20])([CH3:22])[CH3:21], predict the reactants needed to synthesize it. The reactants are: C(OC(=O)[NH:10][C@H:11]([CH2:23][C:24]([NH:26][CH2:27][CH2:28][NH:29][C:30]([O:32][C:33]([CH3:36])([CH3:35])[CH3:34])=[O:31])=[O:25])[CH2:12][CH2:13][CH2:14][NH:15][C:16]([O:18][C:19]([CH3:22])([CH3:21])[CH3:20])=[O:17])C1C=CC=CC=1. (8) Given the product [O:2]=[CH:3][CH2:4][CH2:5][N:6]1[C:14]2[C:9](=[CH:10][CH:11]=[C:12]([NH:15][C:16](=[O:31])[CH2:17][C:18]3[CH:23]=[CH:22][C:21]([O:24][C:25]4[CH:30]=[CH:29][CH:28]=[CH:27][CH:26]=4)=[CH:20][CH:19]=3)[CH:13]=2)[CH:8]=[N:7]1, predict the reactants needed to synthesize it. The reactants are: C[O:2][CH:3](OC)[CH2:4][CH2:5][N:6]1[C:14]2[C:9](=[CH:10][CH:11]=[C:12]([NH:15][C:16](=[O:31])[CH2:17][C:18]3[CH:23]=[CH:22][C:21]([O:24][C:25]4[CH:30]=[CH:29][CH:28]=[CH:27][CH:26]=4)=[CH:20][CH:19]=3)[CH:13]=2)[CH:8]=[N:7]1.Cl.